This data is from Forward reaction prediction with 1.9M reactions from USPTO patents (1976-2016). The task is: Predict the product of the given reaction. (1) Given the reactants [CH3:1][C:2]([CH3:26])([CH3:25])[CH2:3][C:4]([NH:6][C:7]1[CH:8]=[C:9]2[C:13](=[CH:14][CH:15]=1)[N:12]([C:16]1[CH:21]=[CH:20][CH:19]=[CH:18][CH:17]=1)[C:11]([C:22](O)=[O:23])=[CH:10]2)=[O:5].CN(C)CCCN=C=NCC.Cl.[NH2:39][C:40]1[CH:45]=[CH:44][C:43]([NH:46][C:47](=[O:53])[O:48][C:49]([CH3:52])([CH3:51])[CH3:50])=[CH:42][CH:41]=1, predict the reaction product. The product is: [CH3:25][C:2]([CH3:1])([CH3:26])[CH2:3][C:4]([NH:6][C:7]1[CH:8]=[C:9]2[C:13](=[CH:14][CH:15]=1)[N:12]([C:16]1[CH:17]=[CH:18][CH:19]=[CH:20][CH:21]=1)[C:11]([C:22]([NH:39][C:40]1[CH:41]=[CH:42][C:43]([NH:46][C:47](=[O:53])[O:48][C:49]([CH3:51])([CH3:50])[CH3:52])=[CH:44][CH:45]=1)=[O:23])=[CH:10]2)=[O:5]. (2) Given the reactants [CH3:1][O:2][C:3]1[CH:4]=[C:5]2[C:10](=[CH:11][C:12]=1[O:13][CH3:14])[N:9]=[CH:8][CH:7]=[C:6]2[O:15][C:16]1[CH:22]=[CH:21][C:19]([NH2:20])=[CH:18][C:17]=1[O:23][CH3:24].C(N(CC)CC)C.ClC(Cl)(O[C:36](=[O:42])OC(Cl)(Cl)Cl)Cl.[S:44]1[CH:48]=[CH:47][N:46]=[C:45]1[C@H:49]([NH2:51])[CH3:50], predict the reaction product. The product is: [CH3:1][O:2][C:3]1[CH:4]=[C:5]2[C:10](=[CH:11][C:12]=1[O:13][CH3:14])[N:9]=[CH:8][CH:7]=[C:6]2[O:15][C:16]1[CH:22]=[CH:21][C:19]([NH:20][C:36]([NH:51][C@@H:49]([C:45]2[S:44][CH:48]=[CH:47][N:46]=2)[CH3:50])=[O:42])=[CH:18][C:17]=1[O:23][CH3:24]. (3) Given the reactants [CH3:1][O:2][C:3]1[CH:20]=[C:19]([C:21](O)=[O:22])[CH:18]=[C:17]2[C:4]=1[C@H:5]1[C@H:14]([CH2:15][S:16]2(=[O:25])=[O:24])[C@:13]2([CH3:26])[C@H:8]([C:9]([CH3:28])([CH3:27])[CH2:10][CH2:11][CH2:12]2)[CH2:7][CH2:6]1.[CH3:29][N:30](C(ON1N=NC2C=CC=NC1=2)=[N+](C)C)C.F[P-](F)(F)(F)(F)F.CN1CCOCC1.CN, predict the reaction product. The product is: [CH3:1][O:2][C:3]1[CH:20]=[C:19]([C:21]([NH:30][CH3:29])=[O:22])[CH:18]=[C:17]2[C:4]=1[C@H:5]1[C@H:14]([CH2:15][S:16]2(=[O:25])=[O:24])[C@:13]2([CH3:26])[C@H:8]([C:9]([CH3:28])([CH3:27])[CH2:10][CH2:11][CH2:12]2)[CH2:7][CH2:6]1.